From a dataset of Peptide-MHC class I binding affinity with 185,985 pairs from IEDB/IMGT. Regression. Given a peptide amino acid sequence and an MHC pseudo amino acid sequence, predict their binding affinity value. This is MHC class I binding data. (1) The peptide sequence is QQQGQTVTKK. The MHC is HLA-A33:01 with pseudo-sequence HLA-A33:01. The binding affinity (normalized) is 0. (2) The peptide sequence is SVTLDFTKFH. The MHC is HLA-A68:01 with pseudo-sequence HLA-A68:01. The binding affinity (normalized) is 0.0921.